This data is from Full USPTO retrosynthesis dataset with 1.9M reactions from patents (1976-2016). The task is: Predict the reactants needed to synthesize the given product. Given the product [Br:1][C:2]1[CH:7]=[CH:6][C:5]([CH:8]2[O:16][C:19]([CH3:21])([CH3:20])[O:15][CH:9]2[C:10]([O:12][CH2:13][CH3:14])=[O:11])=[CH:4][CH:3]=1, predict the reactants needed to synthesize it. The reactants are: [Br:1][C:2]1[CH:7]=[CH:6][C:5]([CH:8]([OH:16])[CH:9]([OH:15])[C:10]([O:12][CH2:13][CH3:14])=[O:11])=[CH:4][CH:3]=1.CO[C:19](OC)([CH3:21])[CH3:20].CC1C=CC(S(O)(=O)=O)=CC=1.